Dataset: Catalyst prediction with 721,799 reactions and 888 catalyst types from USPTO. Task: Predict which catalyst facilitates the given reaction. (1) Reactant: [C:1]1([C:7]2[O:8][CH:9]=[N:10][N:11]=2)[CH:6]=[CH:5][CH:4]=[CH:3][CH:2]=1.[Li]CCCC.[Mg+2].[Br-].[Br-].O(CC)CC.[C:25]([O:29][C:30](=[O:38])[NH:31][C@H:32]([CH:36]=[O:37])[CH:33]([CH3:35])[CH3:34])([CH3:28])([CH3:27])[CH3:26]. Product: [C:25]([O:29][C:30](=[O:38])[NH:31][CH:32]([CH:33]([CH3:34])[CH3:35])[C@H:36]([OH:37])[C:9]1[O:8][C:7]([C:1]2[CH:2]=[CH:3][CH:4]=[CH:5][CH:6]=2)=[N:11][N:10]=1)([CH3:28])([CH3:27])[CH3:26]. The catalyst class is: 7. (2) Reactant: C(OC(=O)[N:7]([C:15](=[O:26])[CH2:16][CH2:17][C:18]#[C:19][C:20]1[CH:25]=[CH:24][CH:23]=[CH:22][N:21]=1)[C:8]1[CH:13]=[CH:12][C:11]([F:14])=[CH:10][CH:9]=1)(C)(C)C.FC(F)(F)C(O)=O. Product: [F:14][C:11]1[CH:12]=[CH:13][C:8]([NH:7][C:15](=[O:26])[CH2:16][CH2:17][C:18]#[C:19][C:20]2[CH:25]=[CH:24][CH:23]=[CH:22][N:21]=2)=[CH:9][CH:10]=1. The catalyst class is: 34. (3) Product: [C:10]([C:9]1[N:4]([CH:1]([CH3:3])[CH3:2])[C:5]([CH3:6])=[N:7][CH:13]=1)(=[O:12])[CH3:11]. Reactant: [CH:1]([NH:4][C:5](=[NH:7])[CH3:6])([CH3:3])[CH3:2].Br[CH:9]([CH:13](OC)OC)[C:10](=[O:12])[CH3:11].C(N(CC)CC)C.S(=O)(=O)(O)O. The catalyst class is: 32. (4) The catalyst class is: 1. Reactant: [Br:1][C:2]1[CH:7]=[CH:6][C:5]([C:8](=[O:10])[CH3:9])=[CH:4][CH:3]=1.[CH3:11][Mg]Cl. Product: [Br:1][C:2]1[CH:7]=[CH:6][C:5]([C:8]([OH:10])([CH3:11])[CH3:9])=[CH:4][CH:3]=1. (5) Reactant: [F:1][C:2]1[CH:3]=[C:4]2[C:8](=[CH:9][CH:10]=1)[C:7](=[O:11])[CH2:6][CH2:5]2.[CH3:12][N:13]([CH:15]([N:13]([CH3:14])[CH3:12])[CH3:15])[CH3:14].C([Cl:23])(=O)C. Product: [ClH:23].[CH3:12][N:13]([CH2:15][CH:6]1[CH2:5][C:4]2[C:8](=[CH:9][CH:10]=[C:2]([F:1])[CH:3]=2)[C:7]1=[O:11])[CH3:14]. The catalyst class is: 10. (6) Reactant: [NH2:1][C:2]1[CH:7]=[CH:6][C:5]([C:8]2[C:16]3[C:11](=[N:12][C:13]([NH:17][CH2:18][CH2:19][N:20]4[CH2:25][CH2:24][O:23][CH2:22][CH2:21]4)=[N:14][CH:15]=3)[N:10]([CH3:26])[N:9]=2)=[CH:4][CH:3]=1.C1([O:33][C:34](=O)[NH:35][C:36]2[CH:40]=[C:39]([C:41]([CH3:44])([CH3:43])[CH3:42])[O:38][N:37]=2)C=CC=CC=1.C(N(CC)CC)C. Product: [C:41]([C:39]1[O:38][N:37]=[C:36]([NH:35][C:34]([NH:1][C:2]2[CH:3]=[CH:4][C:5]([C:8]3[C:16]4[C:11](=[N:12][C:13]([NH:17][CH2:18][CH2:19][N:20]5[CH2:21][CH2:22][O:23][CH2:24][CH2:25]5)=[N:14][CH:15]=4)[N:10]([CH3:26])[N:9]=3)=[CH:6][CH:7]=2)=[O:33])[CH:40]=1)([CH3:44])([CH3:42])[CH3:43]. The catalyst class is: 1. (7) Reactant: [Cl:1][C:2]1[C:18]([F:19])=[CH:17][C:5]([C:6]([NH:8][C:9]2[CH:14]=[CH:13][N:12]=[C:11]([O:15]C)[CH:10]=2)=[O:7])=[C:4]([F:20])[CH:3]=1.Br.O. Product: [Cl:1][C:2]1[C:18]([F:19])=[CH:17][C:5]([C:6]([NH:8][C:9]2[CH:14]=[CH:13][NH:12][C:11](=[O:15])[CH:10]=2)=[O:7])=[C:4]([F:20])[CH:3]=1. The catalyst class is: 52. (8) Reactant: [Si:1]([O:8][C@H:9]([C@H:11]1[NH:16][C:15]([CH3:18])([CH3:17])[CH2:14][C:13](=[O:19])[CH2:12]1)[CH3:10])([C:4]([CH3:7])([CH3:6])[CH3:5])([CH3:3])[CH3:2].[BH4-].[Na+]. Product: [Si:1]([O:8][C@H:9]([C@H:11]1[NH:16][C:15]([CH3:18])([CH3:17])[CH2:14][CH:13]([OH:19])[CH2:12]1)[CH3:10])([C:4]([CH3:7])([CH3:5])[CH3:6])([CH3:3])[CH3:2]. The catalyst class is: 24. (9) Reactant: [Cl:1][C:2]1[CH:3]=[C:4]([CH:8]=[N:9][C:10]([O:12][Si](C)(C)C)=[CH2:11])[CH:5]=[CH:6][CH:7]=1.[CH2:17]([O:19][C:20]([N:22]1[C:30]2[C:25](=[CH:26][CH:27]=[C:28]([Cl:31])[CH:29]=2)/[C:24](=[CH:32]/[C:33]2[CH:38]=[C:37]([F:39])[CH:36]=[CH:35][C:34]=2[CH3:40])/[C:23]1=[O:41])=[O:21])[CH3:18].CO. Product: [CH2:17]([O:19][C:20]([N:22]1[C:30]2[C:25](=[CH:26][CH:27]=[C:28]([Cl:31])[CH:29]=2)[C:24]2([CH:32]([C:33]3[CH:38]=[C:37]([F:39])[CH:36]=[CH:35][C:34]=3[CH3:40])[CH2:12][C:10](=[O:11])[NH:9][CH:8]2[C:4]2[CH:5]=[CH:6][CH:7]=[C:2]([Cl:1])[CH:3]=2)[C:23]1=[O:41])=[O:21])[CH3:18]. The catalyst class is: 11. (10) Reactant: Cl.[CH3:2][C:3]1[C:11]([C:12](=[S:14])[NH2:13])=[C:6]2[CH:7]=[CH:8][CH:9]=[CH:10][N:5]2[N:4]=1.Cl[CH:16]([C:21](=O)[C:22]([CH3:25])([CH3:24])[CH3:23])[C:17]([O:19][CH3:20])=[O:18]. Product: [C:22]([C:21]1[N:13]=[C:12]([C:11]2[C:3]([CH3:2])=[N:4][N:5]3[CH:10]=[CH:9][CH:8]=[CH:7][C:6]=23)[S:14][C:16]=1[C:17]([O:19][CH3:20])=[O:18])([CH3:25])([CH3:24])[CH3:23]. The catalyst class is: 41.